From a dataset of Catalyst prediction with 721,799 reactions and 888 catalyst types from USPTO. Predict which catalyst facilitates the given reaction. (1) Reactant: C([O:4][CH2:5][C:6]([N:8]1[CH2:13][CH2:12][CH:11]([NH:14][C:15]([C:17]2[N:29]([CH3:30])[C:28]3[C:27]4[CH:26]=[CH:25][CH:24]=[CH:23][C:22]=4[N:21]([CH2:31][C:32](=[O:39])[C:33]4[CH:38]=[CH:37][CH:36]=[CH:35][CH:34]=4)[C:20](=[O:40])[C:19]=3[C:18]=2[O:41][CH3:42])=[O:16])[CH2:10][CH2:9]1)=[O:7])(=O)C.[OH-].[Na+].C(O)C.Cl. Product: [OH:4][CH2:5][C:6]([N:8]1[CH2:13][CH2:12][CH:11]([NH:14][C:15]([C:17]2[N:29]([CH3:30])[C:28]3[C:27]4[CH:26]=[CH:25][CH:24]=[CH:23][C:22]=4[N:21]([CH2:31][C:32](=[O:39])[C:33]4[CH:34]=[CH:35][CH:36]=[CH:37][CH:38]=4)[C:20](=[O:40])[C:19]=3[C:18]=2[O:41][CH3:42])=[O:16])[CH2:10][CH2:9]1)=[O:7]. The catalyst class is: 20. (2) Reactant: [CH3:1][N:2]1[CH2:6][CH2:5][C:4]([C:8]#[C:9][Si](C(C)C)(C(C)C)C(C)C)([OH:7])[CH2:3]1.[F-].C([N+](CCCC)(CCCC)CCCC)CCC. Product: [C:8]([C:4]1([OH:7])[CH2:5][CH2:6][N:2]([CH3:1])[CH2:3]1)#[CH:9]. The catalyst class is: 7. (3) Reactant: Cl.[F:2][C:3]([P:12](=[O:19])([O:16][CH2:17][CH3:18])[O:13][CH2:14][CH3:15])([F:11])[C:4]1[CH:9]=[CH:8][C:7]([NH2:10])=[CH:6][CH:5]=1.[N:20]1([C:29]2[O:30][C:31]([CH2:41][CH2:42][C:43](O)=[O:44])=[C:32]([C:34]3[CH:39]=[CH:38][C:37]([Cl:40])=[CH:36][CH:35]=3)[N:33]=2)[C:24]2[CH:25]=[CH:26][CH:27]=[CH:28][C:23]=2[N:22]=[CH:21]1.ON1C2N=CC=CC=2N=N1.C(N=C=NCCCN(C)C)C.Cl. Product: [N:20]1([C:29]2[O:30][C:31]([CH2:41][CH2:42][C:43]([NH:10][C:7]3[CH:8]=[CH:9][C:4]([C:3]([P:12]([O:16][CH2:17][CH3:18])([O:13][CH2:14][CH3:15])=[O:19])([F:2])[F:11])=[CH:5][CH:6]=3)=[O:44])=[C:32]([C:34]3[CH:39]=[CH:38][C:37]([Cl:40])=[CH:36][CH:35]=3)[N:33]=2)[C:24]2[CH:25]=[CH:26][CH:27]=[CH:28][C:23]=2[N:22]=[CH:21]1. The catalyst class is: 9. (4) Reactant: [C:1]([N:9]=[C:10]=[S:11])(=[O:8])[C:2]1[CH:7]=[CH:6][CH:5]=[CH:4][CH:3]=1.[NH2:12][C@@:13]1([C:24]2[CH:29]=[CH:28][CH:27]=[C:26]([F:30])[C:25]=2[F:31])[CH2:17][O:16][C@H:15]([C:18]([F:21])([F:20])[F:19])[C@H:14]1[CH2:22][OH:23].C(=O)(O)[O-].[Na+]. Product: [F:31][C:25]1[C:26]([F:30])=[CH:27][CH:28]=[CH:29][C:24]=1[C@@:13]1([NH:12][C:10]([NH:9][C:1](=[O:8])[C:2]2[CH:7]=[CH:6][CH:5]=[CH:4][CH:3]=2)=[S:11])[C@H:14]([CH2:22][OH:23])[C@@H:15]([C:18]([F:21])([F:19])[F:20])[O:16][CH2:17]1. The catalyst class is: 2. (5) Reactant: [C:1]([O:5][C:6](=[O:17])[NH:7][C:8]1[C:13]([CH:14]=[O:15])=[CH:12][CH:11]=[C:10]([Cl:16])[N:9]=1)([CH3:4])([CH3:3])[CH3:2].[BH4-].[Na+]. Product: [C:1]([O:5][C:6](=[O:17])[NH:7][C:8]1[C:13]([CH2:14][OH:15])=[CH:12][CH:11]=[C:10]([Cl:16])[N:9]=1)([CH3:4])([CH3:2])[CH3:3]. The catalyst class is: 5. (6) Reactant: [CH3:1][C:2]1[CH:7]=[CH:6][C:5]([S:8]([O:11][CH2:12][CH:13]([OH:18])[CH2:14][N:15]=[N+:16]=[N-:17])(=[O:10])=[O:9])=[CH:4][CH:3]=1.[C:19](OC(=O)C)(=[O:21])[CH3:20]. Product: [C:19]([O:18][CH:13]([CH2:12][O:11][S:8]([C:5]1[CH:6]=[CH:7][C:2]([CH3:1])=[CH:3][CH:4]=1)(=[O:9])=[O:10])[CH2:14][N:15]=[N+:16]=[N-:17])(=[O:21])[CH3:20]. The catalyst class is: 64. (7) Reactant: [C@H:1]1([N:11]2[CH2:16][CH2:15][CH:14]([NH:17][C:18]3[C:19]([NH2:24])=[CH:20][CH:21]=[CH:22][CH:23]=3)[CH2:13][CH2:12]2)[C:10]2[C:5](=[CH:6][CH:7]=[CH:8][CH:9]=2)[CH2:4][CH2:3][CH2:2]1.[C:25](N1C=CN=C1)(N1C=CN=C1)=[O:26].O. Product: [C@H:1]1([N:11]2[CH2:12][CH2:13][CH:14]([N:17]3[C:18]4[CH:23]=[CH:22][CH:21]=[CH:20][C:19]=4[NH:24][C:25]3=[O:26])[CH2:15][CH2:16]2)[C:10]2[C:5](=[CH:6][CH:7]=[CH:8][CH:9]=2)[CH2:4][CH2:3][CH2:2]1. The catalyst class is: 7.